From a dataset of Full USPTO retrosynthesis dataset with 1.9M reactions from patents (1976-2016). Predict the reactants needed to synthesize the given product. (1) Given the product [CH3:1][N:2]([CH2:4][C:5]1[CH:12]=[CH:11][C:8]([CH:9]=[N:18][C:17]2[CH:19]=[CH:20][CH:21]=[C:15]([O:14][CH3:13])[CH:16]=2)=[CH:7][CH:6]=1)[CH3:3], predict the reactants needed to synthesize it. The reactants are: [CH3:1][N:2]([CH2:4][C:5]1[CH:12]=[CH:11][C:8]([CH:9]=O)=[CH:7][CH:6]=1)[CH3:3].[CH3:13][O:14][C:15]1[CH:16]=[C:17]([CH:19]=[CH:20][CH:21]=1)[NH2:18]. (2) Given the product [N:16]1[CH:17]=[CH:18][CH:19]=[C:14]([C:4]2[CH:12]=[CH:11][C:7]([C:8]([OH:10])=[O:9])=[CH:6][CH:5]=2)[CH:15]=1, predict the reactants needed to synthesize it. The reactants are: B([C:4]1[CH:12]=[CH:11][C:7]([C:8]([OH:10])=[O:9])=[CH:6][CH:5]=1)(O)O.Br[C:14]1[CH:15]=[N:16][CH:17]=[CH:18][CH:19]=1.C(=O)([O-])[O-].[K+].[K+]. (3) The reactants are: [Cl:1][C:2]1[C:3]([CH3:37])=[N:4][O:5][C:6]=1[N:7](COCCOC)[S:8]([C:11]1[C:19]2[C:14](=[N:15][CH:16]=[CH:17][CH:18]=2)[S:13][C:12]=1[C:20](=[O:30])[C:21]1[CH:26]=[CH:25][C:24]2[O:27][CH2:28][O:29][C:23]=2[CH:22]=1)(=[O:10])=[O:9]. Given the product [Cl:1][C:2]1[C:3]([CH3:37])=[N:4][O:5][C:6]=1[NH:7][S:8]([C:11]1[C:19]2[C:14](=[N:15][CH:16]=[CH:17][CH:18]=2)[S:13][C:12]=1[C:20](=[O:30])[C:21]1[CH:26]=[CH:25][C:24]2[O:27][CH2:28][O:29][C:23]=2[CH:22]=1)(=[O:9])=[O:10], predict the reactants needed to synthesize it.